Task: Predict which catalyst facilitates the given reaction.. Dataset: Catalyst prediction with 721,799 reactions and 888 catalyst types from USPTO (1) Reactant: [CH:1]1([C:7](=[O:13])[CH2:8][CH2:9][CH2:10][CH2:11][CH3:12])[CH2:6][CH2:5][CH:4]=[CH:3][CH2:2]1.C(OO)(=[O:16])C.O. Product: [CH:3]12[O:16][CH:4]1[CH2:5][CH2:6][CH:1]([C:7](=[O:13])[CH2:8][CH2:9][CH2:10][CH2:11][CH3:12])[CH2:2]2. The catalyst class is: 2. (2) Reactant: [Li+].[BH4-].[CH3:3][C@H:4]1[N:9]([C:10]2[CH:15]=[CH:14][C:13]([C:16]([F:19])([F:18])[F:17])=[CH:12][N:11]=2)[CH2:8][CH2:7][N:6]([CH2:20][C:21]2[C:22]([C:26](OCC)=[O:27])=[N:23][NH:24][CH:25]=2)[CH2:5]1. Product: [CH3:3][C@H:4]1[N:9]([C:10]2[CH:15]=[CH:14][C:13]([C:16]([F:19])([F:18])[F:17])=[CH:12][N:11]=2)[CH2:8][CH2:7][N:6]([CH2:20][C:21]2[C:22]([CH2:26][OH:27])=[N:23][NH:24][CH:25]=2)[CH2:5]1. The catalyst class is: 36. (3) Reactant: [Cl:1][C:2]1[C:7]([O:8]C)=[C:6]([Cl:10])[N:5]=[CH:4][N:3]=1.[Cl-].[Al+3].[Cl-].[Cl-].Cl.CO. Product: [Cl:1][C:2]1[C:7]([OH:8])=[C:6]([Cl:10])[N:5]=[CH:4][N:3]=1. The catalyst class is: 325. (4) Reactant: [CH:1]([C:4]1[CH:9]=[CH:8][C:7]([C:10]2[S:11][C:12]([CH3:33])=[C:13]([CH2:15][CH2:16][O:17][C:18]3[CH:19]=[C:20]4[C:24](=[CH:25][CH:26]=3)[C@H:23]([CH2:27][C:28]([O:30]CC)=[O:29])[CH2:22][CH2:21]4)[N:14]=2)=[CH:6][CH:5]=1)([CH3:3])[CH3:2].CCO.[Li+].[OH-]. Product: [CH:1]([C:4]1[CH:5]=[CH:6][C:7]([C:10]2[S:11][C:12]([CH3:33])=[C:13]([CH2:15][CH2:16][O:17][C:18]3[CH:19]=[C:20]4[C:24](=[CH:25][CH:26]=3)[C@H:23]([CH2:27][C:28]([OH:30])=[O:29])[CH2:22][CH2:21]4)[N:14]=2)=[CH:8][CH:9]=1)([CH3:3])[CH3:2]. The catalyst class is: 20. (5) Reactant: [CH2:1](OC(OCC)OCC)C.[NH2:11][C:12]1[CH:13]=[N:14][CH:15]=[CH:16][CH:17]=1.[F:18][C:19]([F:32])([F:31])[CH2:20][N:21]1[C:25]([CH3:26])=[C:24]([C:27]([NH:29][NH2:30])=O)[CH:23]=[N:22]1.C(O)(=O)C. Product: [CH3:26][C:25]1[N:21]([CH2:20][C:19]([F:32])([F:31])[F:18])[N:22]=[CH:23][C:24]=1[C:27]1[N:11]([C:12]2[CH:13]=[N:14][CH:15]=[CH:16][CH:17]=2)[CH:1]=[N:30][N:29]=1. The catalyst class is: 10.